From a dataset of hERG Central: cardiac toxicity at 1µM, 10µM, and general inhibition. Predict hERG channel inhibition at various concentrations. (1) The molecule is Cc1cc(N2CCN(C)CC2)ccc1NS(=O)(=O)c1ccc2ccccc2c1.Cl. Results: hERG_inhib (hERG inhibition (general)): blocker. (2) The molecule is O=C(CSc1nnc(-c2cccnc2)n1-c1ccc(F)cc1)NCc1ccc2c(c1)OCO2. Results: hERG_inhib (hERG inhibition (general)): blocker. (3) The molecule is CCOc1ccc(C(=O)OCc2nnc(-c3cccs3)o2)cc1OC. Results: hERG_inhib (hERG inhibition (general)): blocker. (4) The compound is N#Cc1ccc(CN2CCN(C(=O)c3cc(Cl)c4c(c3)OCCO4)CC2)cc1. Results: hERG_inhib (hERG inhibition (general)): blocker. (5) The compound is Cc1cccc(CSc2nc3c(cc2C#N)CN(C)CC3)c1. Results: hERG_inhib (hERG inhibition (general)): blocker.